This data is from Catalyst prediction with 721,799 reactions and 888 catalyst types from USPTO. The task is: Predict which catalyst facilitates the given reaction. Product: [ClH:24].[ClH:24].[CH3:1][O:2][CH2:3][CH2:4][N:5]1[CH2:9][C@@H:8]([C:10]2[CH:15]=[CH:14][CH:13]=[CH:12][CH:11]=2)[C@H:7]([NH2:16])[CH2:6]1. The catalyst class is: 513. Reactant: [CH3:1][O:2][CH2:3][CH2:4][N:5]1[CH2:9][C@@H:8]([C:10]2[CH:15]=[CH:14][CH:13]=[CH:12][CH:11]=2)[C@H:7]([NH:16]C(=O)OC(C)(C)C)[CH2:6]1.[ClH:24].O1CCOCC1.